Dataset: Peptide-MHC class II binding affinity with 134,281 pairs from IEDB. Task: Regression. Given a peptide amino acid sequence and an MHC pseudo amino acid sequence, predict their binding affinity value. This is MHC class II binding data. (1) The peptide sequence is AAATWGTTVYGAFAA. The MHC is HLA-DPA10103-DPB10601 with pseudo-sequence HLA-DPA10103-DPB10601. The binding affinity (normalized) is 0.255. (2) The binding affinity (normalized) is 0.434. The MHC is DRB1_1302 with pseudo-sequence DRB1_1302. The peptide sequence is INKWQVVAPQLPADL. (3) The peptide sequence is LTAAINKGILVTVNPHHHHHH. The MHC is DRB3_0301 with pseudo-sequence DRB3_0301. The binding affinity (normalized) is 0.936. (4) The peptide sequence is NPQKENDQYIFTGQP. The binding affinity (normalized) is 0.0940. The MHC is DRB1_1302 with pseudo-sequence DRB1_1302. (5) The peptide sequence is SLFIGLKGDIRESTV. The MHC is H-2-IAb with pseudo-sequence H-2-IAb. The binding affinity (normalized) is 0.0687.